Dataset: Reaction yield outcomes from USPTO patents with 853,638 reactions. Task: Predict the reaction yield, written as a fraction of the theoretical maximum amount of product (1.0 means a 100% yield; for example, 0.34 means a 34% yield). (1) The reactants are [N+:1]([C:4]1[CH:5]=[C:6]([CH:20]=[CH:21][CH:22]=1)[C:7]([NH:9][CH2:10][C:11]1[CH:19]=[CH:18][C:14]([C:15]([O-])=[O:16])=[CH:13][CH:12]=1)=[O:8])([O-:3])=[O:2].O.[NH2:24][NH2:25]. The catalyst is CCO. The product is [NH:24]([C:15]([C:14]1[CH:18]=[CH:19][C:11]([CH2:10][NH:9][C:7](=[O:8])[C:6]2[CH:20]=[CH:21][CH:22]=[C:4]([N+:1]([O-:3])=[O:2])[CH:5]=2)=[CH:12][CH:13]=1)=[O:16])[NH2:25]. The yield is 0.760. (2) The catalyst is O1CCOCC1. The product is [C:12]([C:10]1[CH:11]=[C:7]([NH:6][C:5]([NH:57][C@@H:50]2[C:51]3[C:56](=[CH:55][CH:54]=[CH:53][CH:52]=3)[C@H:47]([O:46][C:43]3[CH:44]=[CH:45][C:40]4[N:41]([C:37]([N:31]5[C@H:30]([CH3:29])[CH2:35][CH2:34][CH2:33][C@@H:32]5[CH3:36])=[N:38][N:39]=4)[CH:42]=3)[CH2:48][CH2:49]2)=[O:26])[N:8]([C:16]2[CH:17]=[N:18][CH:19]=[C:20]([O:22][CH2:23][CH2:24][OH:25])[CH:21]=2)[N:9]=1)([CH3:13])([CH3:14])[CH3:15]. The reactants are ClC(Cl)(Cl)CO[C:5](=[O:26])[NH:6][C:7]1[N:8]([C:16]2[CH:17]=[N:18][CH:19]=[C:20]([O:22][CH2:23][CH2:24][OH:25])[CH:21]=2)[N:9]=[C:10]([C:12]([CH3:15])([CH3:14])[CH3:13])[CH:11]=1.[CH3:29][C@H:30]1[CH2:35][CH2:34][CH2:33][C@@H:32]([CH3:36])[N:31]1[C:37]1[N:41]2[CH:42]=[C:43]([O:46][C@H:47]3[C:56]4[C:51](=[CH:52][CH:53]=[CH:54][CH:55]=4)[C@@H:50]([NH2:57])[CH2:49][CH2:48]3)[CH:44]=[CH:45][C:40]2=[N:39][N:38]=1.CCN(C(C)C)C(C)C. The yield is 0.800. (3) The reactants are Br[C:2]1[CH:7]=[CH:6][C:5]([F:8])=[C:4]([F:9])[CH:3]=1.C(=O)=O.[Li]CCCC.CON(C)[C:21]([CH:23]1[CH2:28][CH2:27][O:26][CH2:25][CH2:24]1)=[O:22]. The catalyst is O1CCCC1.CC(C)=O. The product is [F:9][C:4]1[C:5]([F:8])=[CH:6][CH:7]=[CH:2][C:3]=1[C:21]([CH:23]1[CH2:28][CH2:27][O:26][CH2:25][CH2:24]1)=[O:22]. The yield is 0.370. (4) The reactants are [CH:1]12[CH2:10][CH:5]3[CH2:6][CH:7]([CH2:9][CH:3]([CH2:4]3)[CH2:2]1)[CH2:8]2.I([O-])(=O)(=O)=O.[NH4+].[Cl-].[K+].[C:19]([OH:25])([C:21]([F:24])([F:23])[F:22])=[O:20].CCCCCCCCCCCC. The catalyst is C(Cl)(Cl)Cl. The product is [F:22][C:21]([F:24])([F:23])[C:19]([O:25][C:1]12[CH2:10][CH:5]3[CH2:6][CH:7]([CH2:9][CH:3]([CH2:4]3)[CH2:2]1)[CH2:8]2)=[O:20]. The yield is 0.991. (5) The reactants are [CH2:1]([O:3][C@@H:4]1[CH2:8][N:7]([C:9](=[O:19])[C@H:10]([CH:16]([CH3:18])[CH3:17])[NH:11][C:12]([O:14][CH3:15])=[O:13])[C@H:6]([C:20]2[NH:24][C:23]3[C:25]4[C:30]([CH:31]=[CH:32][C:22]=3[N:21]=2)=[CH:29][C:28]2[C:33]3[C:38]([CH2:39][O:40][C:27]=2[CH:26]=4)=[CH:37][C:36]([C:41]2[NH:45][C:44]([C@@H:46]4[CH2:50][CH2:49][CH2:48][N:47]4[C:51](OC(C)(C)C)=[O:52])=[N:43][CH:42]=2)=[CH:35][CH:34]=3)[CH2:5]1)[CH3:2].Cl.[CH3:59][O:60][C:61]([NH:63][C@H:64]([C:68]1[CH:73]=[CH:72][CH:71]=[CH:70][CH:69]=1)C(O)=O)=[O:62].CCN(C(C)C)C(C)C.CCOC(C(C#N)=NOC(N1CCOCC1)=[N+](C)C)=O.F[P-](F)(F)(F)(F)F. The catalyst is C(Cl)Cl.CO.CN(C=O)C. The product is [CH2:1]([O:3][C@@H:4]1[CH2:8][N:7]([C:9](=[O:19])[C@@H:10]([NH:11][C:12]([O:14][CH3:15])=[O:13])[CH:16]([CH3:18])[CH3:17])[C@H:6]([C:20]2[NH:24][C:23]3[C:25]4[C:30]([CH:31]=[CH:32][C:22]=3[N:21]=2)=[CH:29][C:28]2[C:33]3[C:38]([CH2:39][O:40][C:27]=2[CH:26]=4)=[CH:37][C:36]([C:41]2[NH:45][C:44]([C@@H:46]4[CH2:50][CH2:49][CH2:48][N:47]4[C:51](=[O:52])[C@H:64]([NH:63][C:61](=[O:62])[O:60][CH3:59])[C:68]4[CH:73]=[CH:72][CH:71]=[CH:70][CH:69]=4)=[N:43][CH:42]=2)=[CH:35][CH:34]=3)[CH2:5]1)[CH3:2]. The yield is 0.180. (6) The reactants are [NH2:1][C:2]1[S:3][CH:4]=[C:5]([C:7]#[N:8])[N:6]=1.[Br:9]Br. The catalyst is CC(O)=O. The product is [NH2:1][C:2]1[S:3][C:4]([Br:9])=[C:5]([C:7]#[N:8])[N:6]=1. The yield is 0.530. (7) The reactants are C[N:2](C)/[CH:3]=[N:4]\[C:5]1[CH:10]=[C:9]([O:11][C:12]2[CH:17]=[CH:16][C:15]([N+:18]([O-:20])=[O:19])=[CH:14][C:13]=2[CH3:21])[CH:8]=[CH:7][N:6]=1.N1C=CC=CC=1.N(S(O)(=O)=O)O. The catalyst is CO. The product is [CH3:21][C:13]1[CH:14]=[C:15]([N+:18]([O-:20])=[O:19])[CH:16]=[CH:17][C:12]=1[O:11][C:9]1[CH:8]=[CH:7][N:6]2[N:2]=[CH:3][N:4]=[C:5]2[CH:10]=1. The yield is 0.490.